This data is from Full USPTO retrosynthesis dataset with 1.9M reactions from patents (1976-2016). The task is: Predict the reactants needed to synthesize the given product. (1) Given the product [Cl:160][C:161]([C@:163]12[CH2:198][CH2:197][C@@H:196]([C:199]([CH3:201])=[CH2:200])[C@@H:164]1[C@@H:165]1[C@@:178]([CH3:177])([CH2:179][CH2:180]2)[C@@:44]2([CH3:111])[C@@H:43]([C@:42]3([CH3:41])[C@@H:47]([CH2:46][CH2:45]2)[C:52]([CH3:57])([CH3:50])[C:53]([C:100]2[CH:101]=[CH:102][C:103]([C:104]([O:106][CH3:107])=[O:105])=[C:98]([F:97])[CH:99]=2)=[CH:54][CH2:55]3)[CH2:167][CH2:166]1)=[O:162], predict the reactants needed to synthesize it. The reactants are: C[C@]12[C@@]3(C)[C@@H]([C@]4(C)[C@@H](CC3)C(C)(C)C(OS(C(F)(F)F)(=O)=O)=CC4)CC[C@@H]1[C@H]1[C@H](C(C)=C)CC[C@]1(C(O[CH2:41][C:42]1[CH:47]=[CH:46][CH:45]=[CH:44][CH:43]=1)=O)CC2.CO[C:50]([C:52]1[CH:57]=C[C:55](C2C(C)(C)[C@H]3[C@](C)(CC=2)[C@@H]2[C@](C)([C@@]4(C)[C@H](CC2)[C@H]2[C@H](C(C)=C)CC[C@]2(C(OCC2C=CC=CC=2)=O)CC4)CC3)=[CH:54][CH:53]=1)=O.[F:97][C:98]1[CH:99]=[C:100](B(O)O)[CH:101]=[CH:102][C:103]=1[C:104]([O:106][CH3:107])=[O:105].[CH3:111]OC(C1C=CC(C2C(C)(C)[C@H]3[C@](C)(CC=2)[C@@H]2[C@](C)([C@@]4(C)[C@H](CC2)[C@H]2[C@H](C(C)=C)CC[C@]2(C(O[Si](C(C)(C)C)(C)C)=O)CC4)CC3)=CC=1)=O.[Cl:160][C:161]([C@:163]12[CH2:198][CH2:197][C@@H:196]([C:199]([CH3:201])=[CH2:200])[C@@H:164]1[C@@H:165]1[C@@:178](C)([CH2:179][CH2:180]2)[C@@:177]2(C)[C@@H]([C@]3(C)[C@@H](CC2)C(C)(C)C(C2C=CC(C(OC)=O)=CC=2)=CC3)[CH2:167][CH2:166]1)=[O:162]. (2) The reactants are: [CH3:1][O:2][C:3]([CH:5]1[CH:9](O)[CH:8]([CH:11]([CH3:13])[CH3:12])[CH2:7][N:6]1[S:14]([C:17]1[CH:22]=[CH:21][C:20]([CH3:23])=[CH:19][CH:18]=1)(=[O:16])=[O:15])=[O:4].O=P(Cl)(Cl)Cl. Given the product [CH3:1][O:2][C:3]([C:5]1[N:6]([S:14]([C:17]2[CH:22]=[CH:21][C:20]([CH3:23])=[CH:19][CH:18]=2)(=[O:15])=[O:16])[CH2:7][CH:8]([CH:11]([CH3:13])[CH3:12])[CH:9]=1)=[O:4], predict the reactants needed to synthesize it. (3) Given the product [CH2:42]([O:41][C:39](=[O:40])[CH2:38][O:1][C:2]1[CH:7]=[CH:6][CH:5]=[CH:4][C:3]=1[CH2:8][CH2:9][NH:10][S:11]([CH3:14])(=[O:13])=[O:12])[CH3:43], predict the reactants needed to synthesize it. The reactants are: [OH:1][C:2]1[CH:7]=[CH:6][CH:5]=[CH:4][C:3]=1[CH2:8][CH2:9][NH:10][S:11]([CH3:14])(=[O:13])=[O:12].N[C@H](C(O)=O)CC1C=C2C(C=CC=C2)=CC=1.C([O-])([O-])=O.[K+].[K+].Br[CH2:38][C:39]([O:41][CH2:42][CH3:43])=[O:40]. (4) Given the product [CH:28]([C:30]1[CH:31]=[C:32]([C:4]2[CH:5]=[C:6]([C:10](=[O:26])[NH:11][CH2:12][CH2:13][CH2:14][CH2:15][CH2:16][CH2:17][CH2:18][CH2:19][C:20]3[CH:25]=[CH:24][CH:23]=[CH:22][CH:21]=3)[CH:7]=[C:8]([C:4]3[CH:3]=[CH:8][CH:7]=[C:6]([CH:10]=[O:26])[CH:5]=3)[C:3]=2[O:2][CH3:1])[CH:33]=[CH:34][CH:35]=1)=[O:29], predict the reactants needed to synthesize it. The reactants are: [CH3:1][O:2][C:3]1[C:8](I)=[CH:7][C:6]([C:10](=[O:26])[NH:11][CH2:12][CH2:13][CH2:14][CH2:15][CH2:16][CH2:17][CH2:18][CH2:19][C:20]2[CH:25]=[CH:24][CH:23]=[CH:22][CH:21]=2)=[CH:5][C:4]=1I.[CH:28]([C:30]1[CH:31]=[C:32](B(O)O)[CH:33]=[CH:34][CH:35]=1)=[O:29]. (5) Given the product [Br:1][C:2]1[CH:8]=[CH:7][CH:6]=[CH:5][C:3]=1[N:4]=[N:9][N:15]1[C:16]([CH3:22])([CH3:21])[CH2:17][CH:18]([OH:20])[CH2:19][C:14]1([CH3:23])[CH3:13], predict the reactants needed to synthesize it. The reactants are: [Br:1][C:2]1[CH:8]=[CH:7][CH:6]=[CH:5][C:3]=1[NH2:4].[N:9]([O-])=O.[Na+].[CH3:13][C:14]1([CH3:23])[CH2:19][CH:18]([OH:20])[CH2:17][C:16]([CH3:22])([CH3:21])[NH:15]1.[OH-].[Na+].